Dataset: NCI-60 drug combinations with 297,098 pairs across 59 cell lines. Task: Regression. Given two drug SMILES strings and cell line genomic features, predict the synergy score measuring deviation from expected non-interaction effect. (1) Drug 1: CC1C(C(CC(O1)OC2CC(CC3=C2C(=C4C(=C3O)C(=O)C5=C(C4=O)C(=CC=C5)OC)O)(C(=O)CO)O)N)O.Cl. Drug 2: COC1=CC(=CC(=C1O)OC)C2C3C(COC3=O)C(C4=CC5=C(C=C24)OCO5)OC6C(C(C7C(O6)COC(O7)C8=CC=CS8)O)O. Cell line: SK-MEL-28. Synergy scores: CSS=40.5, Synergy_ZIP=0.968, Synergy_Bliss=3.55, Synergy_Loewe=-4.30, Synergy_HSA=4.08. (2) Drug 1: C1CCC(CC1)NC(=O)N(CCCl)N=O. Drug 2: CN(CC1=CN=C2C(=N1)C(=NC(=N2)N)N)C3=CC=C(C=C3)C(=O)NC(CCC(=O)O)C(=O)O. Cell line: SW-620. Synergy scores: CSS=54.9, Synergy_ZIP=-4.94, Synergy_Bliss=0.564, Synergy_Loewe=-7.68, Synergy_HSA=2.38.